Predict the product of the given reaction. From a dataset of Forward reaction prediction with 1.9M reactions from USPTO patents (1976-2016). (1) Given the reactants [N:1]12[CH2:8][CH2:7][CH:4]([CH2:5][CH2:6]1)[C@@H:3]([O:9][C:10](=[O:19])[C:11](=[O:18])[C:12]1[CH:17]=[CH:16][CH:15]=[CH:14][CH:13]=1)[CH2:2]2.[CH2:20]([Mg]Cl)[C:21]1[CH:26]=[CH:25][CH:24]=[CH:23][CH:22]=1, predict the reaction product. The product is: [N:1]12[CH2:6][CH2:5][CH:4]([CH2:7][CH2:8]1)[C@@H:3]([O:9][C:10](=[O:19])[C:11]([OH:18])([C:12]1[CH:17]=[CH:16][CH:15]=[CH:14][CH:13]=1)[CH2:20][C:21]1[CH:26]=[CH:25][CH:24]=[CH:23][CH:22]=1)[CH2:2]2. (2) Given the reactants [F:1][C:2]1[CH:3]=[C:4]([CH:18](O)C)[CH:5]=[C:6]([F:17])[C:7]=1[B:8]1[O:12][C:11]([CH3:14])([CH3:13])[C:10]([CH3:16])([CH3:15])[O:9]1.FC1C=C(C)C=C(F)C=1.C([Li])CCC, predict the reaction product. The product is: [F:17][C:6]1[CH:5]=[C:4]([CH3:18])[CH:3]=[C:2]([F:1])[C:7]=1[B:8]1[O:12][C:11]([CH3:14])([CH3:13])[C:10]([CH3:16])([CH3:15])[O:9]1.